From a dataset of Reaction yield outcomes from USPTO patents with 853,638 reactions. Predict the reaction yield, written as a fraction of the theoretical maximum amount of product (1.0 means a 100% yield; for example, 0.34 means a 34% yield). The reactants are [CH2:1]([O:8][C:9]1[CH:10]=[C:11]2[C:16](=[CH:17][CH:18]=1)[CH2:15][CH:14]([CH:19]([C:21]1[O:22][CH:23]=[CH:24][N:25]=1)[OH:20])[CH2:13][CH2:12]2)[C:2]1[CH:7]=[CH:6][CH:5]=[CH:4][CH:3]=1.[CH3:26][C:27]([Si:30](Cl)([CH3:32])[CH3:31])([CH3:29])[CH3:28].N1C=CN=C1. The catalyst is CN(C=O)C.CCOC(C)=O. The product is [CH2:1]([O:8][C:9]1[CH:10]=[C:11]2[C:16](=[CH:17][CH:18]=1)[CH2:15][CH:14]([CH:19]([O:20][Si:30]([C:27]([CH3:29])([CH3:28])[CH3:26])([CH3:32])[CH3:31])[C:21]1[O:22][CH:23]=[CH:24][N:25]=1)[CH2:13][CH2:12]2)[C:2]1[CH:7]=[CH:6][CH:5]=[CH:4][CH:3]=1. The yield is 0.980.